From a dataset of Peptide-MHC class II binding affinity with 134,281 pairs from IEDB. Regression. Given a peptide amino acid sequence and an MHC pseudo amino acid sequence, predict their binding affinity value. This is MHC class II binding data. (1) The peptide sequence is GSHEVNGTWMIHTLE. The MHC is DRB3_0101 with pseudo-sequence DRB3_0101. The binding affinity (normalized) is 0.493. (2) The peptide sequence is EQISVLRKAFDAFDR. The MHC is DRB1_0802 with pseudo-sequence DRB1_0802. The binding affinity (normalized) is 0.967. (3) The peptide sequence is YATFFIKANSKFIGITE. The MHC is DRB1_1001 with pseudo-sequence DRB1_1001. The binding affinity (normalized) is 0.355.